This data is from Peptide-MHC class II binding affinity with 134,281 pairs from IEDB. The task is: Regression. Given a peptide amino acid sequence and an MHC pseudo amino acid sequence, predict their binding affinity value. This is MHC class II binding data. The peptide sequence is YPFIEQEGPEFFDQE. The MHC is DRB3_0101 with pseudo-sequence DRB3_0101. The binding affinity (normalized) is 0.560.